From a dataset of Catalyst prediction with 721,799 reactions and 888 catalyst types from USPTO. Predict which catalyst facilitates the given reaction. (1) Reactant: F[C:2]1[C:11]([F:12])=[C:10]([F:13])[CH:9]=[C:8]2[C:3]=1[C:4](=[O:23])[C:5]([C:20]([O-:22])=[O:21])=[CH:6][N:7]2[CH:14]1[CH2:19][CH2:18][O:17][CH2:16][CH2:15]1.[CH2:24]([NH2:31])[C:25]1[CH:30]=[CH:29][CH:28]=[CH:27][CH:26]=1.[CH2:32](N(CC)CC)[CH3:33].O. Product: [CH2:24]([NH:31][C:2]1[C:11]([F:12])=[C:10]([F:13])[CH:9]=[C:8]2[C:3]=1[C:4](=[O:23])[C:5]([C:20]([O:22][CH2:32][CH3:33])=[O:21])=[CH:6][N:7]2[CH:14]1[CH2:19][CH2:18][O:17][CH2:16][CH2:15]1)[C:25]1[CH:30]=[CH:29][CH:28]=[CH:27][CH:26]=1. The catalyst class is: 11. (2) Reactant: [C:1]([O:5][C:6]([N:8]1[CH2:12][CH:11]([C:13]#[N:14])[C:10](=O)[CH:9]1[CH2:16][O:17][C:18]([CH3:21])([CH3:20])[CH3:19])=[O:7])([CH3:4])([CH3:3])[CH3:2].Cl.[NH2:23][NH2:24]. Product: [C:1]([O:5][C:6]([N:8]1[CH2:12][C:11]2[C:13]([NH2:14])=[N:24][NH:23][C:10]=2[CH:9]1[CH2:16][O:17][C:18]([CH3:21])([CH3:20])[CH3:19])=[O:7])([CH3:4])([CH3:3])[CH3:2]. The catalyst class is: 8.